This data is from Peptide-MHC class I binding affinity with 185,985 pairs from IEDB/IMGT. The task is: Regression. Given a peptide amino acid sequence and an MHC pseudo amino acid sequence, predict their binding affinity value. This is MHC class I binding data. (1) The peptide sequence is AADFPGIAR. The MHC is HLA-B40:01 with pseudo-sequence HLA-B40:01. The binding affinity (normalized) is 0.0847. (2) The peptide sequence is RIVVALSSL. The MHC is HLA-A02:06 with pseudo-sequence HLA-A02:06. The binding affinity (normalized) is 0.737. (3) The peptide sequence is LTPEKGWLS. The MHC is Mamu-A02 with pseudo-sequence Mamu-A02. The binding affinity (normalized) is 0. (4) The peptide sequence is FLRKHNEGL. The MHC is HLA-B08:02 with pseudo-sequence HLA-B08:02. The binding affinity (normalized) is 0.310. (5) The peptide sequence is IPYCNYSKY. The MHC is HLA-B35:01 with pseudo-sequence HLA-B35:01. The binding affinity (normalized) is 0.525. (6) The peptide sequence is LSTTRFQSM. The MHC is HLA-A30:01 with pseudo-sequence HLA-A30:01. The binding affinity (normalized) is 0.354. (7) The peptide sequence is AQFSPQYL. The MHC is Mamu-A01 with pseudo-sequence Mamu-A01. The binding affinity (normalized) is 0.0737. (8) The peptide sequence is EQYTCNKPYT. The binding affinity (normalized) is 0.117. The MHC is HLA-A02:02 with pseudo-sequence HLA-A02:02. (9) The peptide sequence is AKNPNRFVI. The MHC is HLA-A02:03 with pseudo-sequence HLA-A02:03. The binding affinity (normalized) is 0.